Dataset: Forward reaction prediction with 1.9M reactions from USPTO patents (1976-2016). Task: Predict the product of the given reaction. (1) Given the reactants [CH3:1][N:2]1[CH2:7][CH2:6][N:5]([C:8]([N:10]2[CH2:15][CH:14]([C:16]3[CH:21]=[CH:20][C:19]([C:22]([F:25])([F:24])[F:23])=[CH:18][CH:17]=3)[CH2:13][CH:12]([C:26]([OH:28])=O)[CH2:11]2)=[O:9])[CH2:4][C:3]1=[O:29].Cl.O[N:32]=[C:33]([NH2:36])[CH2:34][CH3:35], predict the reaction product. The product is: [CH2:34]([C:33]1[N:36]=[C:26]([CH:12]2[CH2:13][CH:14]([C:16]3[CH:17]=[CH:18][C:19]([C:22]([F:24])([F:23])[F:25])=[CH:20][CH:21]=3)[CH2:15][N:10]([C:8]([N:5]3[CH2:6][CH2:7][N:2]([CH3:1])[C:3](=[O:29])[CH2:4]3)=[O:9])[CH2:11]2)[O:28][N:32]=1)[CH3:35]. (2) Given the reactants [OH:1][NH:2][C:3]([C:5]1[C:10]([CH3:11])=[CH:9][CH:8]=[CH:7][N:6]=1)=[NH:4].[OH:12][C:13]1[CH:21]=[CH:20][C:19]([OH:22])=[CH:18][C:14]=1[C:15](O)=O, predict the reaction product. The product is: [CH3:11][C:10]1[C:5]([C:3]2[N:4]=[C:15]([C:14]3[CH:18]=[C:19]([OH:22])[CH:20]=[CH:21][C:13]=3[OH:12])[O:1][N:2]=2)=[N:6][CH:7]=[CH:8][CH:9]=1.